Dataset: Full USPTO retrosynthesis dataset with 1.9M reactions from patents (1976-2016). Task: Predict the reactants needed to synthesize the given product. (1) Given the product [CH2:1]([S:5][C:6]1[CH:11]=[CH:10][N:9]([CH2:22][C:21]2[CH:24]=[CH:25][CH:26]=[C:27]([N+:28]([O-:30])=[O:29])[C:20]=2[CH3:19])[C:8](=[O:12])[CH:7]=1)[CH:2]([CH3:4])[CH3:3], predict the reactants needed to synthesize it. The reactants are: [CH2:1]([S:5][C:6]1[CH:11]=[CH:10][NH:9][C:8](=[O:12])[CH:7]=1)[CH:2]([CH3:4])[CH3:3].CC([O-])(C)C.[K+].[CH3:19][C:20]1[C:27]([N+:28]([O-:30])=[O:29])=[CH:26][CH:25]=[CH:24][C:21]=1[CH2:22]Cl. (2) Given the product [F:102][CH:85]([F:84])[C:86]1[CH:95]=[C:94]2[C:89]([CH2:90][CH2:91][CH2:92][N:93]2[C:2]2[C:6]3[CH2:7][N:8]([C:11]([O:13][C:14]([CH3:17])([CH3:16])[CH3:15])=[O:12])[CH2:9][CH2:10][C:5]=3[N:4]([CH2:18][O:19][CH2:20][CH2:21][Si:22]([CH3:25])([CH3:24])[CH3:23])[N:3]=2)=[CH:88][C:87]=1[C:96]1[CH:97]=[N:98][N:99]([CH3:101])[CH:100]=1, predict the reactants needed to synthesize it. The reactants are: Br[C:2]1[C:6]2[CH2:7][N:8]([C:11]([O:13][C:14]([CH3:17])([CH3:16])[CH3:15])=[O:12])[CH2:9][CH2:10][C:5]=2[N:4]([CH2:18][O:19][CH2:20][CH2:21][Si:22]([CH3:25])([CH3:24])[CH3:23])[N:3]=1.BrC1N(COCC[Si](C)(C)C)N=C2CCN(C(OC(C)(C)C)=O)CC=12.C1(P(C2CCCCC2)C2C=CC=CC=2C2C(OC(C)C)=CC=CC=2OC(C)C)CCCCC1.[F:84][CH:85]([F:102])[C:86]1[CH:95]=[C:94]2[C:89]([CH2:90][CH2:91][CH2:92][NH:93]2)=[CH:88][C:87]=1[C:96]1[CH:97]=[N:98][N:99]([CH3:101])[CH:100]=1.C(O[Na])(C)(C)C. (3) Given the product [O:10]1[CH2:14][CH2:13]/[C:12](=[N:9]\[NH:8][C:6]([O:5][C:1]([CH3:4])([CH3:3])[CH3:2])=[O:7])/[CH2:11]1, predict the reactants needed to synthesize it. The reactants are: [C:1]([O:5][C:6]([NH:8][NH2:9])=[O:7])([CH3:4])([CH3:3])[CH3:2].[O:10]1[CH2:14][CH2:13][C:12](=O)[CH2:11]1. (4) Given the product [CH3:1][S:2][C:3]1[C:8]([NH:9][C:10](=[O:18])[N:36]([CH2:29][CH2:30][CH2:31][CH2:32][CH2:33][CH2:34][CH3:35])[CH2:37][CH2:38][N:39]2[CH2:44][CH2:43][N:42]([CH2:45][CH2:46][CH2:47][OH:48])[CH2:41][CH2:40]2)=[C:7]([S:19][CH3:20])[CH:6]=[C:5]([CH3:21])[N:4]=1, predict the reactants needed to synthesize it. The reactants are: [CH3:1][S:2][C:3]1[C:8]([NH:9][C:10](=[O:18])OC2C=CC=CC=2)=[C:7]([S:19][CH3:20])[CH:6]=[C:5]([CH3:21])[N:4]=1.C(N(CC)CC)C.[CH2:29]([NH:36][CH2:37][CH2:38][N:39]1[CH2:44][CH2:43][N:42]([CH2:45][CH2:46][CH2:47][OH:48])[CH2:41][CH2:40]1)[CH2:30][CH2:31][CH2:32][CH2:33][CH2:34][CH3:35]. (5) Given the product [CH2:29]([N:25]1[CH2:26][CH2:27][N:23]([C:20]2[CH:21]=[CH:22][C:17]([C:15]([N:12]3[CH2:13][CH2:14][N:9]([C:3]4[CH:4]=[CH:5][C:6]([CH3:8])=[CH:7][C:2]=4[CH3:1])[CH2:10][CH2:11]3)=[O:16])=[CH:18][CH:19]=2)[C:24]1=[O:28])[C:30]1[CH:35]=[CH:34][CH:33]=[CH:32][CH:31]=1, predict the reactants needed to synthesize it. The reactants are: [CH3:1][C:2]1[CH:7]=[C:6]([CH3:8])[CH:5]=[CH:4][C:3]=1[N:9]1[CH2:14][CH2:13][N:12]([C:15]([C:17]2[CH:22]=[CH:21][C:20]([N:23]3[CH2:27][CH2:26][NH:25][C:24]3=[O:28])=[CH:19][CH:18]=2)=[O:16])[CH2:11][CH2:10]1.[CH2:29](Br)[C:30]1[CH:35]=[CH:34][CH:33]=[CH:32][CH:31]=1. (6) The reactants are: C[N:2](C)/[CH:3]=[CH:4]/[C:5]([C:7]1[C:12](=[O:13])[CH:11]=[CH:10][N:9]([C:14]2[CH:19]=[CH:18][CH:17]=[CH:16][CH:15]=2)[N:8]=1)=O.[C:21]1([NH:27]N)[CH:26]=[CH:25][CH:24]=[CH:23][CH:22]=1. Given the product [C:14]1([N:9]2[CH:10]=[CH:11][C:12](=[O:13])[C:7]([C:5]3[N:27]([C:21]4[CH:26]=[CH:25][CH:24]=[CH:23][CH:22]=4)[N:2]=[CH:3][CH:4]=3)=[N:8]2)[CH:19]=[CH:18][CH:17]=[CH:16][CH:15]=1, predict the reactants needed to synthesize it. (7) Given the product [CH3:16][O:13][C:12](=[O:14])[CH2:11][NH:10][S:7]([C:4]1[CH:3]=[CH:2][C:1]([CH3:15])=[CH:6][CH:5]=1)(=[O:8])=[O:9], predict the reactants needed to synthesize it. The reactants are: [C:1]1([CH3:15])[CH:6]=[CH:5][C:4]([S:7]([NH:10][CH2:11][C:12]([OH:14])=[O:13])(=[O:9])=[O:8])=[CH:3][CH:2]=1.[CH3:16]O. (8) Given the product [Cl:1][C:2]1[N:7]=[C:6]([NH:14][CH2:12][CH3:13])[C:5]([N+:9]([O-:11])=[O:10])=[CH:4][N:3]=1, predict the reactants needed to synthesize it. The reactants are: [Cl:1][C:2]1[N:7]=[C:6](Cl)[C:5]([N+:9]([O-:11])=[O:10])=[CH:4][N:3]=1.[CH2:12]([NH2:14])[CH3:13]. (9) Given the product [CH3:29][C:26]([O:25][C:24]([NH:23][C:13]1[CH:14]=[CH:15][C:16]([C:18]2[S:19][CH:20]=[CH:21][CH:22]=2)=[CH:17][C:12]=1[NH:11][C:9]([C:6]1[CH:5]=[CH:4][C:3]([CH2:2][NH:37][CH2:38][P:39](=[O:46])([O:43][CH2:44][CH3:45])[O:40][CH2:41][CH3:42])=[CH:8][CH:7]=1)=[O:10])=[O:30])([CH3:27])[CH3:28], predict the reactants needed to synthesize it. The reactants are: Br[CH2:2][C:3]1[CH:8]=[CH:7][C:6]([C:9]([NH:11][C:12]2[CH:17]=[C:16]([C:18]3[S:19][CH:20]=[CH:21][CH:22]=3)[CH:15]=[CH:14][C:13]=2[NH:23][C:24](=[O:30])[O:25][C:26]([CH3:29])([CH3:28])[CH3:27])=[O:10])=[CH:5][CH:4]=1.C(O)(=O)C(O)=O.[NH2:37][CH2:38][P:39](=[O:46])([O:43][CH2:44][CH3:45])[O:40][CH2:41][CH3:42].CCN(C(C)C)C(C)C.O. (10) Given the product [F:21][C:5]1[C:6]([NH:8][C:9]2[CH:14]=[CH:13][C:12]([O:15][CH3:16])=[C:11]([C:17]([NH:28][CH3:31])=[O:19])[CH:10]=2)=[N:7][C:2]([NH:24][CH3:23])=[N:3][CH:4]=1, predict the reactants needed to synthesize it. The reactants are: Cl[C:2]1[N:7]=[C:6]([NH:8][C:9]2[CH:14]=[CH:13][C:12]([O:15][CH3:16])=[C:11]([C:17]([O:19]C)=O)[CH:10]=2)[C:5]([F:21])=[CH:4][N:3]=1.Cl.[CH3:23][NH2:24].C([N:28]([CH:31](C)C)CC)(C)C.